From a dataset of Reaction yield outcomes from USPTO patents with 853,638 reactions. Predict the reaction yield, written as a fraction of the theoretical maximum amount of product (1.0 means a 100% yield; for example, 0.34 means a 34% yield). (1) The reactants are [CH:1]1([CH2:4][N:5]2[C:10](=[O:11])[C:9]([CH2:12][CH2:13][CH2:14]OS(C)(=O)=O)=[CH:8][C:7]([C:20]3[CH:25]=[CH:24][C:23]([O:26][CH3:27])=[C:22]([F:28])[CH:21]=3)=[N:6]2)[CH2:3][CH2:2]1.[CH3:29][NH:30][CH3:31]. No catalyst specified. The product is [CH:1]1([CH2:4][N:5]2[C:10](=[O:11])[C:9]([CH2:12][CH2:13][CH2:14][N:30]([CH3:31])[CH3:29])=[CH:8][C:7]([C:20]3[CH:25]=[CH:24][C:23]([O:26][CH3:27])=[C:22]([F:28])[CH:21]=3)=[N:6]2)[CH2:3][CH2:2]1. The yield is 0.647. (2) The reactants are [CH2:1]([O:8][C:9]([N:11]1[CH2:16][CH2:15][N:14]([C:17]2[CH:18]=[CH:19][C:20]3[N:25]4[C:26](=[O:35])[O:27][C@@H:28]([CH2:29]OS(C)(=O)=O)[C@@H:24]4[CH2:23][O:22][C:21]=3[CH:36]=2)[C:13](=[O:37])[CH2:12]1)=[O:10])[C:2]1[CH:7]=[CH:6][CH:5]=[CH:4][CH:3]=1.[K].[C:39]1(=[O:49])[NH:43][C:42](=[O:44])[C:41]2=[CH:45][CH:46]=[CH:47][CH:48]=[C:40]12. No catalyst specified. The product is [CH2:1]([O:8][C:9]([N:11]1[CH2:16][CH2:15][N:14]([C:17]2[CH:18]=[CH:19][C:20]3[N:25]4[C:26](=[O:35])[O:27][C@@H:28]([CH2:29][N:43]5[C:39](=[O:49])[C:40]6[C:41](=[CH:45][CH:46]=[CH:47][CH:48]=6)[C:42]5=[O:44])[C@@H:24]4[CH2:23][O:22][C:21]=3[CH:36]=2)[C:13](=[O:37])[CH2:12]1)=[O:10])[C:2]1[CH:3]=[CH:4][CH:5]=[CH:6][CH:7]=1. The yield is 0.791. (3) The product is [C:1]([O:5][C:6]([CH:7]1[CH:24]([C:19]2[CH:20]=[C:21]([F:23])[CH:22]=[C:17]([Cl:16])[CH:18]=2)[C:25]([C:28]2[CH:33]=[CH:32][C:31]([Cl:34])=[CH:30][C:29]=2[F:35])([C:26]#[N:27])[CH:9]([CH2:10][C:11]([CH3:14])([CH3:13])[CH3:12])[NH:8]1)=[O:15])([CH3:4])([CH3:3])[CH3:2]. The catalyst is ClCCl. The yield is 0.290. The reactants are [C:1]([O:5][C:6](=[O:15])[CH2:7]/[N:8]=[CH:9]/[CH2:10][C:11]([CH3:14])([CH3:13])[CH3:12])([CH3:4])([CH3:3])[CH3:2].[Cl:16][C:17]1[CH:18]=[C:19](/[CH:24]=[C:25](/[C:28]2[CH:33]=[CH:32][C:31]([Cl:34])=[CH:30][C:29]=2[F:35])\[C:26]#[N:27])[CH:20]=[C:21]([F:23])[CH:22]=1.C(N(CC)CC)C. (4) The reactants are [Si:1]([O:8][C@@H:9]1[CH2:14][C@@H:13]([CH2:15][OH:16])[O:12][C:11](=[O:17])[CH2:10]1)([C:4]([CH3:7])([CH3:6])[CH3:5])([CH3:3])[CH3:2].CC(OI1(OC(C)=O)(OC(C)=O)OC(=O)C2C=CC=CC1=2)=[O:20]. The catalyst is C(Cl)Cl. The product is [Si:1]([O:8][C@@H:9]1[CH2:14][C@@H:13]([CH:15]([OH:20])[OH:16])[O:12][C:11](=[O:17])[CH2:10]1)([C:4]([CH3:7])([CH3:6])[CH3:5])([CH3:3])[CH3:2]. The yield is 0.870. (5) The reactants are Cl[C:2]1[N:11]=[C:10]([N:12]([C:14]2[CH:19]=[CH:18][C:17]([O:20][CH3:21])=[CH:16][CH:15]=2)[CH3:13])[C:9]2[C:4](=[CH:5][CH:6]=[CH:7][CH:8]=2)[N:3]=1.[CH2:22]([NH2:29])[C:23]1[CH:28]=[CH:27][CH:26]=[CH:25][CH:24]=1.C(N(CC)CC)C. The catalyst is C1COCC1.C(OCC)(=O)C. The product is [CH2:22]([NH:29][C:2]1[N:11]=[C:10]([N:12]([C:14]2[CH:19]=[CH:18][C:17]([O:20][CH3:21])=[CH:16][CH:15]=2)[CH3:13])[C:9]2[C:4](=[CH:5][CH:6]=[CH:7][CH:8]=2)[N:3]=1)[C:23]1[CH:28]=[CH:27][CH:26]=[CH:25][CH:24]=1. The yield is 0.130. (6) The reactants are [CH2:1]=[C:2]1[CH2:7][CH2:6][N:5]([C:8]([O:10][C:11]([CH3:14])([CH3:13])[CH3:12])=[O:9])[CH2:4][CH2:3]1.[Cl:15][C:16](Cl)([Cl:20])[C:17](Cl)=[O:18].C([O-])(O)=O.[Na+]. The catalyst is C(OCC)C.C(COC)OC. The product is [Cl:15][C:16]1([Cl:20])[C:2]2([CH2:7][CH2:6][N:5]([C:8]([O:10][C:11]([CH3:14])([CH3:13])[CH3:12])=[O:9])[CH2:4][CH2:3]2)[CH2:1][C:17]1=[O:18]. The yield is 0.960. (7) The reactants are [C:1]1([CH2:7][C:8]([OH:10])=O)[CH:6]=[CH:5][CH:4]=[CH:3][CH:2]=1.[CH3:11][NH2:12]. The catalyst is S(=O)(=O)(O)O.CO. The product is [CH3:11][NH:12][C:8](=[O:10])[CH2:7][C:1]1[CH:6]=[CH:5][CH:4]=[CH:3][CH:2]=1. The yield is 0.918.